Dataset: Peptide-MHC class I binding affinity with 185,985 pairs from IEDB/IMGT. Task: Regression. Given a peptide amino acid sequence and an MHC pseudo amino acid sequence, predict their binding affinity value. This is MHC class I binding data. (1) The peptide sequence is PTLTTPENI. The MHC is HLA-A24:02 with pseudo-sequence HLA-A24:02. The binding affinity (normalized) is 0. (2) The peptide sequence is MRHVLEPF. The MHC is HLA-B27:05 with pseudo-sequence HLA-B27:05. The binding affinity (normalized) is 0.483.